This data is from NCI-60 drug combinations with 297,098 pairs across 59 cell lines. The task is: Regression. Given two drug SMILES strings and cell line genomic features, predict the synergy score measuring deviation from expected non-interaction effect. (1) Cell line: SN12C. Drug 2: CCC1(CC2CC(C3=C(CCN(C2)C1)C4=CC=CC=C4N3)(C5=C(C=C6C(=C5)C78CCN9C7C(C=CC9)(C(C(C8N6C=O)(C(=O)OC)O)OC(=O)C)CC)OC)C(=O)OC)O.OS(=O)(=O)O. Drug 1: C1=C(C(=O)NC(=O)N1)N(CCCl)CCCl. Synergy scores: CSS=30.9, Synergy_ZIP=8.99, Synergy_Bliss=8.60, Synergy_Loewe=8.30, Synergy_HSA=9.30. (2) Drug 1: CC1=C(C(CCC1)(C)C)C=CC(=CC=CC(=CC(=O)O)C)C. Drug 2: CN(CCCl)CCCl.Cl. Cell line: UACC62. Synergy scores: CSS=22.7, Synergy_ZIP=-3.76, Synergy_Bliss=-1.38, Synergy_Loewe=3.87, Synergy_HSA=2.23. (3) Drug 1: CN(CCCl)CCCl.Cl. Drug 2: COC1=C2C(=CC3=C1OC=C3)C=CC(=O)O2. Cell line: SNB-19. Synergy scores: CSS=13.5, Synergy_ZIP=-2.98, Synergy_Bliss=3.90, Synergy_Loewe=-21.3, Synergy_HSA=1.55. (4) Drug 1: C1CC(=O)NC(=O)C1N2CC3=C(C2=O)C=CC=C3N. Drug 2: COC1=C(C=C2C(=C1)N=CN=C2NC3=CC(=C(C=C3)F)Cl)OCCCN4CCOCC4. Cell line: SNB-75. Synergy scores: CSS=21.4, Synergy_ZIP=-5.69, Synergy_Bliss=-7.55, Synergy_Loewe=-17.4, Synergy_HSA=-3.03. (5) Drug 1: C1=CN(C(=O)N=C1N)C2C(C(C(O2)CO)O)O.Cl. Drug 2: CN1C(=O)N2C=NC(=C2N=N1)C(=O)N. Cell line: TK-10. Synergy scores: CSS=23.1, Synergy_ZIP=1.63, Synergy_Bliss=2.69, Synergy_Loewe=-12.3, Synergy_HSA=2.86. (6) Drug 1: C1CCC(C1)C(CC#N)N2C=C(C=N2)C3=C4C=CNC4=NC=N3. Drug 2: C1=NC2=C(N1)C(=S)N=CN2. Cell line: OVCAR3. Synergy scores: CSS=10.8, Synergy_ZIP=-17.3, Synergy_Bliss=-29.7, Synergy_Loewe=-67.2, Synergy_HSA=-32.3. (7) Drug 1: CCC1=CC2CC(C3=C(CN(C2)C1)C4=CC=CC=C4N3)(C5=C(C=C6C(=C5)C78CCN9C7C(C=CC9)(C(C(C8N6C)(C(=O)OC)O)OC(=O)C)CC)OC)C(=O)OC.C(C(C(=O)O)O)(C(=O)O)O. Drug 2: CC1=C(C=C(C=C1)C(=O)NC2=CC(=CC(=C2)C(F)(F)F)N3C=C(N=C3)C)NC4=NC=CC(=N4)C5=CN=CC=C5. Cell line: U251. Synergy scores: CSS=26.5, Synergy_ZIP=1.72, Synergy_Bliss=2.46, Synergy_Loewe=-18.0, Synergy_HSA=1.13. (8) Synergy scores: CSS=60.0, Synergy_ZIP=-4.86, Synergy_Bliss=-8.69, Synergy_Loewe=-9.57, Synergy_HSA=-9.29. Drug 2: CC(C)CN1C=NC2=C1C3=CC=CC=C3N=C2N. Cell line: SK-MEL-5. Drug 1: CCCCC(=O)OCC(=O)C1(CC(C2=C(C1)C(=C3C(=C2O)C(=O)C4=C(C3=O)C=CC=C4OC)O)OC5CC(C(C(O5)C)O)NC(=O)C(F)(F)F)O.